This data is from Retrosynthesis with 50K atom-mapped reactions and 10 reaction types from USPTO. The task is: Predict the reactants needed to synthesize the given product. (1) The reactants are: CC(C)(C)OC(=O)NCCc1ccnc(-c2nc(=O)c3ccccc3s2)c1. Given the product NCCc1ccnc(-c2nc(=O)c3ccccc3s2)c1, predict the reactants needed to synthesize it. (2) Given the product N#CC1(c2ccc(OCCCN3CCCC3)cc2)CCNCC1, predict the reactants needed to synthesize it. The reactants are: CC(C)(C)OC(=O)N1CCC(C#N)(c2ccc(OCCCN3CCCC3)cc2)CC1. (3) Given the product [N-]=[N+]=Nc1nc(-c2ccc(C(F)(F)F)cc2)c(C(=O)O)s1, predict the reactants needed to synthesize it. The reactants are: CCOC(=O)c1sc(N=[N+]=[N-])nc1-c1ccc(C(F)(F)F)cc1. (4) Given the product OC[C@H]1OC(n2cnc3c(N[C@@H]4CCC[C@H]4OCc4ccccc4)ncnc32)[C@H](O)[C@@H]1O, predict the reactants needed to synthesize it. The reactants are: N[C@@H]1CCC[C@H]1OCc1ccccc1.OC[C@H]1O[C@@H](n2cnc3c(Cl)ncnc32)[C@H](O)[C@@H]1O. (5) Given the product c1ccc(-c2cc3c(s2)CCNC3)cc1, predict the reactants needed to synthesize it. The reactants are: CC(C)(C)OC(=O)N1CCc2sc(-c3ccccc3)cc2C1.